Dataset: Experimentally validated miRNA-target interactions with 360,000+ pairs, plus equal number of negative samples. Task: Binary Classification. Given a miRNA mature sequence and a target amino acid sequence, predict their likelihood of interaction. Result: 1 (interaction). The protein sequence of the target gene is MGNLLGGVSFREPTTVEDCDSTWQTDSEPEPEEPGPGGGSEGPGQESEQPAQPPEQAGGRPGASPAPDEDAEAAGAEQGGDSTEATAKPKRSFYAARDLYKYRHQYPNFKDIRYQNDLSNLRFYKNKIPFKPDGVYIEEVLSKWKGDYEKLEHNHTYIQWLFPLREQGLNFYAKELTTYEIEEFKKTKEAIRRFLLAYKMMLEFFGIKLTDKTGNVARAVNWQERFQHLNESQHNYLRITRILKSLGELGYESFKSPLVKFILHEALVENTIPNIKQSALEYFVYTIRDRRERRKLLRFA.... The miRNA is hsa-miR-4649-3p with sequence UCUGAGGCCUGCCUCUCCCCA.